This data is from Experimentally validated miRNA-target interactions with 360,000+ pairs, plus equal number of negative samples. The task is: Binary Classification. Given a miRNA mature sequence and a target amino acid sequence, predict their likelihood of interaction. (1) The miRNA is hsa-miR-503-5p with sequence UAGCAGCGGGAACAGUUCUGCAG. The protein sequence of the target gene is MALRAMRGIVNGAAPELPVPTGGPAVGAREQALAVSRNYLSQPRLTYKTVSGVNGPLVILDHVKFPRYAEIVHLTLPDGTKRSGQVLEVSGSKAVVQVFEGTSGIDAKKTSCEFTGDILRTPVSEDMLGRVFNGSGKPIDRGPVVLAEDFLDIMGQPINPQCRIYPEEMIQTGISAIDGMNSIARGQKIPIFSAAGLPHNEIAAQICRQAGLVKKSKDVVDYSEENFAIVFAAMGVNMETARFFKSDFEENGSMDNVCLFLNLANDPTIERIITPRLALTTAEFLAYQCEKHVLVILTDM.... Result: 1 (interaction). (2) The miRNA is cel-miR-230-3p with sequence GUAUUAGUUGUGCGACCAGGAGA. The protein sequence of the target gene is MPYLGSEDVVKELKKALCNPHIQADRLRYRNVIQRVIRYMTQGLDMSGVFMEMVKASATVDIVQKKLVYLYMCTYAPLKPDLALLAINTLCKDCSDPNPMVRGLALRSMCSLRMPGVQEYIQQPILNGLRDKASYVRRVAVLGCAKMHNLHGDSEVDGALVNELYSLLRDQDPIVVVNCLRSLEEILKQEGGVVINKPIAHHLLNRMSKLDQWGQAEVLNFLLRYQPRSEEELFDILNLLDSFLKSSSPGVVMGATKLFLILAKMFPHVQTDVLVRVKGPLLAACSSESRELCFVALCHV.... Result: 0 (no interaction). (3) The protein sequence of the target gene is MAAALLLALAFTLLSGQGACAAAGFLKAPLSQERWAGGSVVLHCEAVGSPIPEIQWWFEGNAPNDSCSQLWDGARLDRVHIHAAYRQHAASSLSVDGLTAEDTGTYECRASSDPDRNHLTRPPRVKWVRAQASVVVLEPGTIQTSVQEVNSKTQLTCSLNSSGVDIVGHRWMRGGKVLQEDTLPDLHTKYIVDADDRSGEYSCIFLPEPVGRSEINVEGPPRIKVGKKSEHSSEGELAKLVCKSDASYPPITDWFWFKTSDTGEEEAITNSTEANGKYVVVSTPEKSQLTISNLDVNVDP.... The miRNA is hsa-miR-342-3p with sequence UCUCACACAGAAAUCGCACCCGU. Result: 0 (no interaction). (4) The miRNA is rno-miR-101a-3p with sequence UACAGUACUGUGAUAACUGAA. The protein sequence of the target gene is MTLVLSMNRFCEPIVSEGAAEIAGYQTLWEADSYGGPSPPGPAQAPLQGDRGAGPPLAGSHYRGISNPITTSKITYFKRKYVEEEDFHPPLSSCSHKTISIFEERAHILYMSLEKLKFIDDPEVYLRRSVLINNLMKRIHGEIIMQNNWCFPACSFNGTSAQEWFMAQDCPYRKRPRMAKEECEKFHACCFYQECGGHYLNLPLSVNANVGSASTAASSPSASSSSSSSSSSPPLPLPSCSRQVDFDVGSASIYKSDGQIPANEIFVTNVRSLGVQEKAKLNDEKANDDTNRDGGPLSHE.... Result: 0 (no interaction).